From a dataset of Catalyst prediction with 721,799 reactions and 888 catalyst types from USPTO. Predict which catalyst facilitates the given reaction. (1) Reactant: [CH2:1]([O:3][C:4]([N:6]1[CH:11]2[CH2:12][CH2:13][CH:7]1[CH2:8][CH:9]([N:14]=[N+]=[N-])[CH2:10]2)=[O:5])[CH3:2]. Product: [CH2:1]([O:3][C:4]([N:6]1[CH:11]2[CH2:12][CH2:13][CH:7]1[CH2:8][CH:9]([NH2:14])[CH2:10]2)=[O:5])[CH3:2]. The catalyst class is: 19. (2) Reactant: [OH-].[Na+].[C:3]([O:7][C:8](=[O:40])[NH:9][C@H:10]1[CH2:15][CH2:14][C@H:13]([C:16]([CH2:31][NH:32][CH2:33][C:34]2[CH:39]=[CH:38][CH:37]=[CH:36][CH:35]=2)=[CH:17][C:18]2[C:27]3[C:22](=[CH:23][CH:24]=[C:25]([O:28][CH3:29])[N:26]=3)[N:21]=[CH:20][C:19]=2Cl)[CH2:12][CH2:11]1)([CH3:6])([CH3:5])[CH3:4].C(OCC)(=O)C. Product: [C:3]([O:7][C:8](=[O:40])[NH:9][C@H:10]1[CH2:15][CH2:14][C@H:13]([C:16]2[CH2:31][N:32]([CH2:33][C:34]3[CH:39]=[CH:38][CH:37]=[CH:36][CH:35]=3)[C:19]3[CH:20]=[N:21][C:22]4[C:27]([C:18]=3[CH:17]=2)=[N:26][C:25]([O:28][CH3:29])=[CH:24][CH:23]=4)[CH2:12][CH2:11]1)([CH3:6])([CH3:5])[CH3:4]. The catalyst class is: 132.